Dataset: NCI-60 drug combinations with 297,098 pairs across 59 cell lines. Task: Regression. Given two drug SMILES strings and cell line genomic features, predict the synergy score measuring deviation from expected non-interaction effect. (1) Drug 1: CC1CCC2CC(C(=CC=CC=CC(CC(C(=O)C(C(C(=CC(C(=O)CC(OC(=O)C3CCCCN3C(=O)C(=O)C1(O2)O)C(C)CC4CCC(C(C4)OC)O)C)C)O)OC)C)C)C)OC. Drug 2: C1CCC(C(C1)N)N.C(=O)(C(=O)[O-])[O-].[Pt+4]. Cell line: SK-MEL-28. Synergy scores: CSS=25.6, Synergy_ZIP=-7.35, Synergy_Bliss=-2.14, Synergy_Loewe=-10.1, Synergy_HSA=0.854. (2) Drug 1: CN(C)C1=NC(=NC(=N1)N(C)C)N(C)C. Drug 2: C1=NC2=C(N1)C(=S)N=CN2. Cell line: UACC-257. Synergy scores: CSS=4.43, Synergy_ZIP=-4.31, Synergy_Bliss=-5.82, Synergy_Loewe=-33.9, Synergy_HSA=-10.3. (3) Drug 1: C1CN1C2=NC(=NC(=N2)N3CC3)N4CC4. Drug 2: C1=CC(=CC=C1CC(C(=O)O)N)N(CCCl)CCCl.Cl. Cell line: SNB-19. Synergy scores: CSS=45.6, Synergy_ZIP=-5.78, Synergy_Bliss=-0.694, Synergy_Loewe=-1.56, Synergy_HSA=3.98. (4) Drug 1: C1=C(C(=O)NC(=O)N1)N(CCCl)CCCl. Drug 2: C1CN1P(=S)(N2CC2)N3CC3. Cell line: COLO 205. Synergy scores: CSS=48.8, Synergy_ZIP=-3.86, Synergy_Bliss=1.41, Synergy_Loewe=-0.481, Synergy_HSA=5.52. (5) Drug 1: CC12CCC3C(C1CCC2=O)CC(=C)C4=CC(=O)C=CC34C. Drug 2: C1=NC2=C(N=C(N=C2N1C3C(C(C(O3)CO)O)O)F)N. Cell line: SW-620. Synergy scores: CSS=18.5, Synergy_ZIP=-0.784, Synergy_Bliss=0.108, Synergy_Loewe=-3.55, Synergy_HSA=0.281.